Dataset: Reaction yield outcomes from USPTO patents with 853,638 reactions. Task: Predict the reaction yield, written as a fraction of the theoretical maximum amount of product (1.0 means a 100% yield; for example, 0.34 means a 34% yield). The reactants are [N+:1]([C:4]1[CH:12]=[C:11]2[C:7]([CH:8]=[CH:9][NH:10]2)=[CH:6][CH:5]=1)([O-:3])=[O:2].ClS([N:17]=[C:18]=O)(=O)=O.C([O-])(O)=O.[Na+]. The catalyst is CN(C=O)C.CC#N. The product is [N+:1]([C:4]1[CH:12]=[C:11]2[C:7]([C:8]([C:18]#[N:17])=[CH:9][NH:10]2)=[CH:6][CH:5]=1)([O-:3])=[O:2]. The yield is 0.820.